The task is: Predict the reaction yield, written as a fraction of the theoretical maximum amount of product (1.0 means a 100% yield; for example, 0.34 means a 34% yield).. This data is from Reaction yield outcomes from USPTO patents with 853,638 reactions. (1) The reactants are [NH2:1][CH2:2][CH2:3][S:4][S:5][CH2:6][CH2:7][NH:8][C:9](=[O:15])[O:10][C:11]([CH3:14])([CH3:13])[CH3:12].[C:16](O)(=[O:24])[C:17]1[C:18](=[CH:20][CH:21]=[CH:22][CH:23]=1)[OH:19].CCN=C=NCCCN(C)C. The catalyst is C(Cl)Cl. The product is [OH:19][C:18]1[CH:20]=[CH:21][CH:22]=[CH:23][C:17]=1[C:16]([NH:1][CH2:2][CH2:3][S:4][S:5][CH2:6][CH2:7][NH:8][C:9](=[O:15])[O:10][C:11]([CH3:12])([CH3:14])[CH3:13])=[O:24]. The yield is 0.540. (2) The reactants are [BH4-].[Na+].[Cl:3][C:4]1[N:9]=[CH:8][C:7]([C:10](=[O:28])[CH:11]([CH2:17][C:18]2[CH:23]=[CH:22][C:21]([C:24]([F:27])([F:26])[F:25])=[CH:20][CH:19]=2)[C:12]([O:14][CH2:15][CH3:16])=[O:13])=[CH:6][CH:5]=1.Cl. The catalyst is C(OCC)C.[Cl-].[Zn+2].[Cl-]. The product is [Cl:3][C:4]1[N:9]=[CH:8][C:7]([CH:10]([OH:28])[CH:11]([CH2:17][C:18]2[CH:19]=[CH:20][C:21]([C:24]([F:25])([F:26])[F:27])=[CH:22][CH:23]=2)[C:12]([O:14][CH2:15][CH3:16])=[O:13])=[CH:6][CH:5]=1. The yield is 0.660. (3) The reactants are [C:1]([C:5]1[CH:6]=[C:7]([O:24][C:25]([F:28])([F:27])[F:26])[CH:8]=[C:9]2[C:14]=1[O:13][CH:12]([C:15]([F:18])([F:17])[F:16])[C:11]([C:19]([O:21][CH2:22][CH3:23])=[O:20])=[CH:10]2)#[C:2][CH2:3][CH3:4]. The catalyst is C(O)C.[Pd]. The product is [CH2:1]([C:5]1[CH:6]=[C:7]([O:24][C:25]([F:28])([F:26])[F:27])[CH:8]=[C:9]2[C:14]=1[O:13][CH:12]([C:15]([F:16])([F:17])[F:18])[C:11]([C:19]([O:21][CH2:22][CH3:23])=[O:20])=[CH:10]2)[CH2:2][CH2:3][CH3:4]. The yield is 0.680. (4) The product is [Cl:1][C:2]1[CH:3]=[C:4]([C:9]2[C:21]([O:22][CH3:23])=[CH:20][C:12]([C:13]([NH:15][S:16]([CH3:19])(=[O:18])=[O:17])=[O:14])=[C:11]([F:24])[CH:10]=2)[CH:5]=[N:6][C:7]=1[O:36][CH2:35][C:32]1([CH3:31])[CH2:34][CH2:33]1. The catalyst is CS(C)=O. The yield is 0.180. The reactants are [Cl:1][C:2]1[CH:3]=[C:4]([C:9]2[C:21]([O:22][CH3:23])=[CH:20][C:12]([C:13]([NH:15][S:16]([CH3:19])(=[O:18])=[O:17])=[O:14])=[C:11]([F:24])[CH:10]=2)[CH:5]=[N:6][C:7]=1F.C([O-])([O-])=O.[Cs+].[Cs+].[CH3:31][C:32]1([CH2:35][OH:36])[CH2:34][CH2:33]1.